Dataset: Catalyst prediction with 721,799 reactions and 888 catalyst types from USPTO. Task: Predict which catalyst facilitates the given reaction. (1) Product: [Cl:1][C:2]1[N:10]=[C:9]2[C:5]([N:6]=[CH:7][N:8]2[CH:11]2[CH2:15][CH2:14][CH2:13][CH2:12]2)=[C:4]([NH:25][CH2:24][CH2:23][CH2:22][O:21][CH2:20][CH2:19][O:18][CH3:17])[N:3]=1. Reactant: [Cl:1][C:2]1[N:10]=[C:9]2[C:5]([N:6]=[CH:7][N:8]2[CH:11]2[CH2:15][CH2:14][CH2:13][CH2:12]2)=[C:4](Cl)[N:3]=1.[CH3:17][O:18][CH2:19][CH2:20][O:21][CH2:22][CH2:23][CH2:24][NH2:25]. The catalyst class is: 66. (2) Reactant: [Cl:1][C:2]1[CH:7]=[C:6]([C:8]([F:11])([F:10])[F:9])[CH:5]=[CH:4][C:3]=1/[CH:12]=[CH:13]/[N+:14]([O-])=O.[H-].[H-].[H-].[H-].[Li+].[Al+3]. The catalyst class is: 1. Product: [Cl:1][C:2]1[CH:7]=[C:6]([C:8]([F:10])([F:11])[F:9])[CH:5]=[CH:4][C:3]=1[CH2:12][CH2:13][NH2:14]. (3) Reactant: [H-].C([Al+]CC(C)C)C(C)C.[Cl:11][C:12]1[S:13][C:14]([Cl:31])=[CH:15][C:16]=1[CH:17]=[C:18]([C:24]1[CH:29]=[CH:28][C:27]([F:30])=[CH:26][CH:25]=1)[C:19](OCC)=[O:20].CO. Product: [Cl:11][C:12]1[S:13][C:14]([Cl:31])=[CH:15][C:16]=1/[CH:17]=[C:18](\[C:24]1[CH:29]=[CH:28][C:27]([F:30])=[CH:26][CH:25]=1)/[CH2:19][OH:20]. The catalyst class is: 359.